From a dataset of Peptide-MHC class II binding affinity with 134,281 pairs from IEDB. Regression. Given a peptide amino acid sequence and an MHC pseudo amino acid sequence, predict their binding affinity value. This is MHC class II binding data. (1) The peptide sequence is YDKFLANVSTTLTGK. The MHC is DRB1_1602 with pseudo-sequence QEFFIASGAAVDAIMWPRFDYYDLDRATYHVGFT. The binding affinity (normalized) is 0.688. (2) The peptide sequence is YDFFLANVSTVLTGK. The MHC is DRB1_1302 with pseudo-sequence DRB1_1302. The binding affinity (normalized) is 0.903. (3) The binding affinity (normalized) is 0. The peptide sequence is EDPEDSALLEDP. The MHC is DRB1_1101 with pseudo-sequence DRB1_1101. (4) The peptide sequence is KGVYINTALLNASCA. The MHC is DRB1_0401 with pseudo-sequence DRB1_0401. The binding affinity (normalized) is 0.390. (5) The peptide sequence is RTLIGQEKYTDYLTV. The MHC is HLA-DQA10201-DQB10301 with pseudo-sequence HLA-DQA10201-DQB10301. The binding affinity (normalized) is 0.287. (6) The peptide sequence is GRWDGEEEVQLIAAV. The MHC is HLA-DQA10102-DQB10501 with pseudo-sequence HLA-DQA10102-DQB10501. The binding affinity (normalized) is 0.493. (7) The binding affinity (normalized) is 0.0566. The MHC is DRB1_0701 with pseudo-sequence DRB1_0701. The peptide sequence is HAPAAPANPGLI.